Dataset: Forward reaction prediction with 1.9M reactions from USPTO patents (1976-2016). Task: Predict the product of the given reaction. Given the reactants [F:1][C:2]([F:47])([F:46])[C:3]1[CH:4]=[C:5]([CH:39]=[C:40]([C:42]([F:45])([F:44])[F:43])[CH:41]=1)[C:6]([N:8]1[CH2:13][CH2:12][N:11](C(OCC2C=CC=CC=2)=O)[CH2:10][CH:9]1[CH2:24][C:25]1[CH:30]=[CH:29][C:28]([CH3:31])=[C:27]([O:32][CH2:33][O:34][CH2:35][CH2:36][O:37][CH3:38])[CH:26]=1)=[O:7], predict the reaction product. The product is: [F:47][C:2]([F:1])([F:46])[C:3]1[CH:4]=[C:5]([CH:39]=[C:40]([C:42]([F:43])([F:44])[F:45])[CH:41]=1)[C:6]([N:8]1[CH2:13][CH2:12][NH:11][CH2:10][CH:9]1[CH2:24][C:25]1[CH:30]=[CH:29][C:28]([CH3:31])=[C:27]([O:32][CH2:33][O:34][CH2:35][CH2:36][O:37][CH3:38])[CH:26]=1)=[O:7].